Dataset: Catalyst prediction with 721,799 reactions and 888 catalyst types from USPTO. Task: Predict which catalyst facilitates the given reaction. (1) Reactant: [Br:1][C:2]1[NH:10][C:9]2[C:8](=[O:11])[N:7]([CH3:12])[C:6](=[O:13])[N:5]([CH3:14])[C:4]=2[N:3]=1.[Br:15][C:16]1[CH:21]=[CH:20][CH:19]=[C:18]([CH2:22]Br)[CH:17]=1.C(=O)([O-])[O-].[K+].[K+]. Product: [Br:1][C:2]1[N:10]([CH2:22][C:18]2[CH:19]=[CH:20][CH:21]=[C:16]([Br:15])[CH:17]=2)[C:9]2[C:8](=[O:11])[N:7]([CH3:12])[C:6](=[O:13])[N:5]([CH3:14])[C:4]=2[N:3]=1. The catalyst class is: 18. (2) Reactant: C(OC([N:11]1[CH2:20][CH2:19][C:18]2[C:13](=[CH:14][C:15]([NH:21][C:22]3[N:27]=[C:26](Cl)[CH:25]=[C:24]([N:29]4[CH2:34][CH2:33][O:32][CH2:31][CH2:30]4)[N:23]=3)=[CH:16][CH:17]=2)[CH2:12]1)=O)C1C=CC=CC=1.[F:35][C:36]1[C:37](B2OC(C)(C)C(C)(C)O2)=[C:38]2[C:42](=[CH:43][CH:44]=1)[NH:41][CH:40]=[CH:39]2. Product: [F:35][C:36]1[C:37]([C:26]2[CH:25]=[C:24]([N:29]3[CH2:30][CH2:31][O:32][CH2:33][CH2:34]3)[N:23]=[C:22]([NH:21][C:15]3[CH:16]=[C:17]4[C:18]([CH2:19][CH2:20][NH:11][CH2:12]4)=[CH:13][CH:14]=3)[N:27]=2)=[C:38]2[C:42](=[CH:43][CH:44]=1)[NH:41][CH:40]=[CH:39]2. The catalyst class is: 50.